Dataset: Reaction yield outcomes from USPTO patents with 853,638 reactions. Task: Predict the reaction yield, written as a fraction of the theoretical maximum amount of product (1.0 means a 100% yield; for example, 0.34 means a 34% yield). (1) The reactants are [CH3:1][S:2]([NH:5][C:6]1[CH:21]=[CH:20][C:9]2[NH:10][C:11]([CH2:16][C:17](O)=[O:18])=[N:12][S:13](=[O:15])(=[O:14])[C:8]=2[CH:7]=1)(=[O:4])=[O:3].C([O:24][C:25]([C@H:27]1[C@@H:32]([NH:33][CH2:34][C:35]2[CH:40]=[CH:39][C:38]([F:41])=[CH:37][CH:36]=2)[C@H:31]2[CH2:42][C@@H:28]1[CH2:29][CH2:30]2)=O)C.CN1CCOCC1.Cl.CN(C)CCCN=C=NCC.C(N(CC)CC)C. The catalyst is C(#N)C. The product is [F:41][C:38]1[CH:37]=[CH:36][C:35]([CH2:34][N:33]2[C:17](=[O:18])[C:16]([C:11]3[NH:10][C:9]4[CH:20]=[CH:21][C:6]([NH:5][S:2]([CH3:1])(=[O:4])=[O:3])=[CH:7][C:8]=4[S:13](=[O:14])(=[O:15])[N:12]=3)=[C:25]([OH:24])[C@H:27]3[C@@H:32]2[C@H:31]2[CH2:42][C@@H:28]3[CH2:29][CH2:30]2)=[CH:40][CH:39]=1. The yield is 0.780. (2) The reactants are [CH3:1][C:2]1[N:3]=[C:4]([C:15]2([OH:19])[CH2:18][O:17][CH2:16]2)[N:5]([CH2:7][O:8][CH2:9][CH2:10][Si:11]([CH3:14])([CH3:13])[CH3:12])[CH:6]=1.C1C(=O)N([I:27])C(=O)C1. The catalyst is C(#N)C. The product is [I:27][C:6]1[N:5]([CH2:7][O:8][CH2:9][CH2:10][Si:11]([CH3:13])([CH3:14])[CH3:12])[C:4]([C:15]2([OH:19])[CH2:18][O:17][CH2:16]2)=[N:3][C:2]=1[CH3:1]. The yield is 0.350. (3) The reactants are [CH3:1][O:2][C:3]1[C:4]([O:25]C(=O)C)=[CH:5][C:6]2[CH2:7][CH2:8][C@@H:9]3[C@@H:18]([C:19]=2[CH:20]=1)[CH2:17][CH2:16][C@@:14]1([CH3:15])[C:10]3=[CH:11][CH:12]=[C:13]1[O:21]C(=O)C.[BH4-].[Na+].C(O)(=O)C. The catalyst is C(O)C.C1COCC1.C(O)C.O.O. The product is [CH3:1][O:2][C:3]1[C:4]([OH:25])=[CH:5][C:6]2[CH2:7][CH2:8][C@@H:9]3[C@@H:18]([C:19]=2[CH:20]=1)[CH2:17][CH2:16][C@@:14]1([CH3:15])[C:10]3=[CH:11][CH2:12][C@@H:13]1[OH:21]. The yield is 0.557. (4) The reactants are [CH2:1]([N:4]1[C@@H:13]2[C@H:8]([C:9]3[CH:17]=[CH:16][C:15]([NH2:18])=[CH:14][C:10]=3[CH2:11][CH2:12]2)[CH2:7][CH2:6][CH2:5]1)[CH:2]=[CH2:3].[CH:19]([C:22]1[CH:27]=[CH:26][C:25]([S:28](Cl)(=[O:30])=[O:29])=[CH:24][CH:23]=1)([CH3:21])[CH3:20].Cl. The catalyst is N1C=CC=CC=1.ClCCl.C(OCC)(=O)C. The product is [CH2:1]([N:4]1[C@@H:13]2[C@H:8]([C:9]3[CH:17]=[CH:16][C:15]([NH:18][S:28]([C:25]4[CH:26]=[CH:27][C:22]([CH:19]([CH3:21])[CH3:20])=[CH:23][CH:24]=4)(=[O:30])=[O:29])=[CH:14][C:10]=3[CH2:11][CH2:12]2)[CH2:7][CH2:6][CH2:5]1)[CH:2]=[CH2:3]. The yield is 0.150. (5) The reactants are [F:1][C:2]([F:24])([F:23])[C:3]1[CH:4]=[C:5]([CH:9]2[CH2:14][CH:13]([C:15]([O:17]C)=[O:16])[CH2:12][CH2:11][N:10]2[C:19]([O:21][CH3:22])=[O:20])[CH:6]=[CH:7][CH:8]=1.C(#N)C.[Br-].[Li+].CCN(CC)CC. The catalyst is CC(OC)(C)C.O. The product is [CH3:22][O:21][C:19]([N:10]1[CH2:11][CH2:12][CH:13]([C:15]([OH:17])=[O:16])[CH2:14][CH:9]1[C:5]1[CH:6]=[CH:7][CH:8]=[C:3]([C:2]([F:24])([F:1])[F:23])[CH:4]=1)=[O:20]. The yield is 0.910. (6) The reactants are C([O:3][C:4](=[O:30])[C:5]1[C:10]([NH:11][C:12]2[C:17]3[CH:18]([CH3:21])[CH2:19][CH2:20][C:16]=3[N:15]=[C:14]([C:22]3[CH:27]=[C:26]([Cl:28])[CH:25]=[CH:24][C:23]=3[F:29])[N:13]=2)=[CH:9][CH:8]=[N:7][CH:6]=1)C.[OH-].[Na+]. The catalyst is CO. The product is [Cl:28][C:26]1[CH:25]=[CH:24][C:23]([F:29])=[C:22]([C:14]2[N:13]=[C:12]([NH:11][C:10]3[C:5]([C:4]([OH:30])=[O:3])=[CH:6][N:7]=[CH:8][CH:9]=3)[C:17]3[CH:18]([CH3:21])[CH2:19][CH2:20][C:16]=3[N:15]=2)[CH:27]=1. The yield is 0.950.